This data is from Forward reaction prediction with 1.9M reactions from USPTO patents (1976-2016). The task is: Predict the product of the given reaction. (1) Given the reactants C(OC(=O)[NH:7][C@@H:8]1[CH2:17][C@H:11]2[CH2:12][N:13]([C:15]#[N:16])[CH2:14][C@@:10]2([C:18]([N:20]2[CH2:29][CH2:28][C:27]3[N:26]=[CH:25][C:24]([C:30]([F:33])([F:32])[F:31])=[CH:23][C:22]=3[CH2:21]2)=[O:19])[CH2:9]1)(C)(C)C.[C:35]([OH:41])([C:37]([F:40])([F:39])[F:38])=[O:36], predict the reaction product. The product is: [F:38][C:37]([F:40])([F:39])[C:35]([OH:41])=[O:36].[NH2:7][C@@H:8]1[CH2:17][C@H:11]2[CH2:12][N:13]([C:15]([NH2:16])=[O:36])[CH2:14][C@@:10]2([C:18]([N:20]2[CH2:29][CH2:28][C:27]3[N:26]=[CH:25][C:24]([C:30]([F:31])([F:33])[F:32])=[CH:23][C:22]=3[CH2:21]2)=[O:19])[CH2:9]1. (2) Given the reactants [C:1]([O:5][C:6](=[O:26])[NH:7][C:8]1[CH:13]=[CH:12][C:11]([C:14]#[C:15][C:16]2[CH:21]=[CH:20][CH:19]=[CH:18][C:17]=2[F:22])=[CH:10][C:9]=1[N+:23]([O-])=O)([CH3:4])([CH3:3])[CH3:2].O.O.Cl[Sn]Cl, predict the reaction product. The product is: [C:1]([O:5][C:6](=[O:26])[NH:7][C:8]1[CH:13]=[CH:12][C:11]([C:14]#[C:15][C:16]2[CH:21]=[CH:20][CH:19]=[CH:18][C:17]=2[F:22])=[CH:10][C:9]=1[NH2:23])([CH3:4])([CH3:2])[CH3:3]. (3) Given the reactants [F:1][C:2]1[CH:3]=[C:4]([N+:12]([O-])=O)[C:5]2[O:10][CH2:9][CH2:8][O:7][C:6]=2[CH:11]=1, predict the reaction product. The product is: [F:1][C:2]1[CH:3]=[C:4]([NH2:12])[C:5]2[O:10][CH2:9][CH2:8][O:7][C:6]=2[CH:11]=1. (4) Given the reactants CC1C=CC(S(OCC2CC3C(F)=CC=C(C4C=CC=CC=4C)C=3O2)(=O)=O)=CC=1.[N-]=[N+]=[N-].[Na+].[N:34]([CH2:37][CH:38]1[CH2:42][C:41]2[C:43]([F:54])=[CH:44][CH:45]=[C:46]([C:47]3[CH:52]=[CH:51][CH:50]=[CH:49][C:48]=3[CH3:53])[C:40]=2[O:39]1)=[N+]=[N-].[N-]=[N+]=[N-], predict the reaction product. The product is: [F:54][C:43]1[C:41]2[CH2:42][CH:38]([CH2:37][NH2:34])[O:39][C:40]=2[C:46]([C:47]2[CH:52]=[CH:51][CH:50]=[CH:49][C:48]=2[CH3:53])=[CH:45][CH:44]=1.